Dataset: Catalyst prediction with 721,799 reactions and 888 catalyst types from USPTO. Task: Predict which catalyst facilitates the given reaction. (1) Reactant: [O:1]=[C:2]1[CH:10]([CH2:11][CH2:12][N:13]2[C:21](=[O:22])[C:20]3[C:15](=[CH:16][CH:17]=[CH:18][CH:19]=3)[C:14]2=[O:23])[C:9]2[C:4](=[CH:5][CH:6]=[CH:7][CH:8]=2)[NH:3]1.C(=O)([O-])[O-].[Na+].[Na+].[C:30](O[C:30]([O:31][C:32]([CH3:35])([CH3:34])[CH3:33])=[O:36])(=[O:36])[O:31][C:32]([CH3:35])([CH3:34])[CH3:33].O. Product: [O:23]=[C:14]1[C:15]2[C:20](=[CH:19][CH:18]=[CH:17][CH:16]=2)[C:21](=[O:22])[N:13]1[CH2:12][CH2:11][CH:10]1[C:9]2[C:4](=[CH:5][CH:6]=[CH:7][CH:8]=2)[N:3]([C:30]([O:31][C:32]([CH3:35])([CH3:34])[CH3:33])=[O:36])[C:2]1=[O:1]. The catalyst class is: 1. (2) Reactant: [I:1][CH2:2][CH2:3][CH:4]1[CH2:9][CH2:8][CH2:7][CH2:6][CH2:5]1.[C:10]1([P:16]([C:23]2[CH:28]=[CH:27][CH:26]=[CH:25][CH:24]=2)[C:17]2[CH:22]=[CH:21][CH:20]=[CH:19][CH:18]=2)[CH:15]=[CH:14][CH:13]=[CH:12][CH:11]=1. Product: [I-:1].[CH:4]1([CH2:3][CH2:2][P+:16]([C:17]2[CH:18]=[CH:19][CH:20]=[CH:21][CH:22]=2)([C:23]2[CH:28]=[CH:27][CH:26]=[CH:25][CH:24]=2)[C:10]2[CH:11]=[CH:12][CH:13]=[CH:14][CH:15]=2)[CH2:9][CH2:8][CH2:7][CH2:6][CH2:5]1. The catalyst class is: 11. (3) Reactant: [CH:1]1([C:7]2[CH:20]=[CH:19][C:10]([O:11][CH2:12][C@H:13]3[O:17][C:16]([NH2:18])=[N:15][CH2:14]3)=[CH:9][CH:8]=2)[CH2:6][CH2:5][CH2:4][CH2:3][CH2:2]1.C([O:23][C:24](=O)[C:25]#[C:26][CH:27]1[CH2:32][CH2:31][CH2:30][CH2:29][CH2:28]1)C. Product: [CH:27]1([C:26]2[N:15]3[CH2:14][C@@H:13]([CH2:12][O:11][C:10]4[CH:19]=[CH:20][C:7]([CH:1]5[CH2:2][CH2:3][CH2:4][CH2:5][CH2:6]5)=[CH:8][CH:9]=4)[O:17][C:16]3=[N:18][C:24](=[O:23])[CH:25]=2)[CH2:32][CH2:31][CH2:30][CH2:29][CH2:28]1. The catalyst class is: 16. (4) Reactant: [CH3:1][O:2][C:3]1[CH:4]=[CH:5][C:6]2[C:12](=[O:13])[C:11]([C:15]3[CH:20]=[CH:19][C:18]([O:21][CH3:22])=[CH:17][CH:16]=3)([CH3:14])[CH2:10][CH2:9][CH2:8][C:7]=2[CH:23]=1.[CH2:24]([Li])[CH3:25].[NH4+].[Cl-]. Product: [CH2:24]([C:12]1([OH:13])[C:6]2[CH:5]=[CH:4][C:3]([O:2][CH3:1])=[CH:23][C:7]=2[CH2:8][CH2:9][CH2:10][C:11]1([C:15]1[CH:16]=[CH:17][C:18]([O:21][CH3:22])=[CH:19][CH:20]=1)[CH3:14])[CH3:25]. The catalyst class is: 20. (5) Reactant: [NH:1]([CH2:8][C:9]([C:11]1[CH:16]=[CH:15][C:14]([F:17])=[CH:13][CH:12]=1)=[O:10])[C:2]1[CH:7]=[CH:6][CH:5]=[CH:4][CH:3]=1.C(N(C(C)C)CC)(C)C.[S:27]1[CH:31]=[CH:30][CH:29]=[C:28]1[C:32](Cl)=[O:33]. Product: [S:27]1[CH:31]=[CH:30][CH:29]=[C:28]1[C:32]([N:1]([CH2:8][C:9]([C:11]1[CH:12]=[CH:13][C:14]([F:17])=[CH:15][CH:16]=1)=[O:10])[C:2]1[CH:3]=[CH:4][CH:5]=[CH:6][CH:7]=1)=[O:33]. The catalyst class is: 2. (6) Reactant: [C:1]([O:5][C:6](=[O:15])[NH:7][C:8]1[CH:13]=[C:12]([CH3:14])[CH:11]=[CH:10][N:9]=1)([CH3:4])([CH3:3])[CH3:2].[Li]CCCC.CCCCCC.[C:27]1([C:33](=[O:35])[CH3:34])[CH:32]=[CH:31][CH:30]=[CH:29][CH:28]=1.[NH4+].[Cl-]. Product: [C:1]([O:5][C:6](=[O:15])[NH:7][C:8]1[CH:13]=[C:12]([CH2:14][C:33]([OH:35])([C:27]2[CH:32]=[CH:31][CH:30]=[CH:29][CH:28]=2)[CH3:34])[CH:11]=[CH:10][N:9]=1)([CH3:4])([CH3:3])[CH3:2]. The catalyst class is: 249. (7) Reactant: [O:1]1[CH2:6][CH2:5][CH2:4][O:3][CH:2]1[CH2:7][CH2:8][CH:9]([CH:11]1[CH2:16][CH:15]2[CH2:17][CH:12]1[CH:13]=[CH:14]2)[OH:10].[C:18](OC(=O)C)(=[O:20])[CH3:19].C(Cl)Cl.C(N(CC)CC)C. Product: [C:18]([O:10][CH:9]([CH:11]1[CH2:16][CH:15]2[CH2:17][CH:12]1[CH:13]=[CH:14]2)[CH2:8][CH2:7][CH:2]1[O:3][CH2:4][CH2:5][CH2:6][O:1]1)(=[O:20])[CH3:19]. The catalyst class is: 777.